This data is from Forward reaction prediction with 1.9M reactions from USPTO patents (1976-2016). The task is: Predict the product of the given reaction. (1) The product is: [Br:15][C:10]1[CH:9]=[CH:8][C:7]2[N:6]([CH2:16][C:17](=[O:28])[CH2:18][NH:19][C:20]3[CH:25]=[CH:24][CH:23]=[C:22]([O:26][CH3:27])[CH:21]=3)[C:5]3[C:13]([C:12]=2[CH:11]=1)=[CH:14][C:2]([Br:1])=[CH:3][CH:4]=3. Given the reactants [Br:1][C:2]1[CH:3]=[CH:4][C:5]2[N:6]([CH2:16][CH:17]([OH:28])[CH2:18][NH:19][C:20]3[CH:25]=[CH:24][CH:23]=[C:22]([O:26][CH3:27])[CH:21]=3)[C:7]3[C:12]([C:13]=2[CH:14]=1)=[CH:11][C:10]([Br:15])=[CH:9][CH:8]=3.C(N(CC)CC)C, predict the reaction product. (2) The product is: [Br:1][C:2]1[CH:10]=[C:9]2[C:5]([C:6]([CH3:13])([CH3:12])[C:7](=[O:11])[N:8]2[CH:15]2[CH2:18][O:17][CH2:16]2)=[CH:4][CH:3]=1. Given the reactants [Br:1][C:2]1[CH:10]=[C:9]2[C:5]([C:6]([CH3:13])([CH3:12])[C:7](=[O:11])[NH:8]2)=[CH:4][CH:3]=1.Br[CH:15]1[CH2:18][O:17][CH2:16]1.C(=O)([O-])[O-].[Cs+].[Cs+].Cl, predict the reaction product. (3) Given the reactants [C:1]([N:9]=[C:10]=[S:11])(=[O:8])[C:2]1[CH:7]=[CH:6][CH:5]=[CH:4][CH:3]=1.[NH2:12][CH2:13][C@H:14]1[CH2:19][CH2:18][C@H:17]([NH:20][S:21]([CH:24]([CH3:26])[CH3:25])(=[O:23])=[O:22])[CH2:16][CH2:15]1, predict the reaction product. The product is: [CH3:26][CH:24]([S:21]([NH:20][C@H:17]1[CH2:18][CH2:19][C@H:14]([CH2:13][NH:12][C:10](=[S:11])[NH:9][C:1](=[O:8])[C:2]2[CH:7]=[CH:6][CH:5]=[CH:4][CH:3]=2)[CH2:15][CH2:16]1)(=[O:23])=[O:22])[CH3:25]. (4) Given the reactants [NH2:1][C:2]1[N:10]=[C:9]([C:11]2[C:19]3[C:14](=[N:15][CH:16]=[CH:17][CH:18]=3)[N:13]([CH2:20][C:21]3[CH:26]=[CH:25][CH:24]=[CH:23][C:22]=3[F:27])[N:12]=2)[N:8]=[C:7]2[C:3]=1[NH:4][C:5](=[S:28])[NH:6]2.[C:29](=O)([O-])[O-].[K+].[K+].IC, predict the reaction product. The product is: [F:27][C:22]1[CH:23]=[CH:24][CH:25]=[CH:26][C:21]=1[CH2:20][N:13]1[C:14]2=[N:15][CH:16]=[CH:17][CH:18]=[C:19]2[C:11]([C:9]2[N:8]=[C:7]3[C:3]([NH:4][C:5]([S:28][CH3:29])=[N:6]3)=[C:2]([NH2:1])[N:10]=2)=[N:12]1. (5) Given the reactants [CH2:1]([O:19][C:20]1[CH:21]=[C:22]([CH:26]=[C:27]([O:48][CH2:49][CH2:50][CH2:51][CH2:52][CH2:53][CH2:54][CH2:55][CH2:56][CH2:57][CH2:58][CH2:59][CH2:60][CH2:61][CH2:62][CH2:63][CH2:64][CH2:65][CH3:66])[C:28]=1[O:29][CH2:30][CH2:31][CH2:32][CH2:33][CH2:34][CH2:35][CH2:36][CH2:37][CH2:38][CH2:39][CH2:40][CH2:41][CH2:42][CH2:43][CH2:44][CH2:45][CH2:46][CH3:47])[C:23](O)=[O:24])[CH2:2][CH2:3][CH2:4][CH2:5][CH2:6][CH2:7][CH2:8][CH2:9][CH2:10][CH2:11][CH2:12][CH2:13][CH2:14][CH2:15][CH2:16][CH2:17][CH3:18].C1(C)C=CC=CC=1.O=S(Cl)[Cl:76], predict the reaction product. The product is: [CH2:1]([O:19][C:20]1[CH:21]=[C:22]([CH:26]=[C:27]([O:48][CH2:49][CH2:50][CH2:51][CH2:52][CH2:53][CH2:54][CH2:55][CH2:56][CH2:57][CH2:58][CH2:59][CH2:60][CH2:61][CH2:62][CH2:63][CH2:64][CH2:65][CH3:66])[C:28]=1[O:29][CH2:30][CH2:31][CH2:32][CH2:33][CH2:34][CH2:35][CH2:36][CH2:37][CH2:38][CH2:39][CH2:40][CH2:41][CH2:42][CH2:43][CH2:44][CH2:45][CH2:46][CH3:47])[C:23]([Cl:76])=[O:24])[CH2:2][CH2:3][CH2:4][CH2:5][CH2:6][CH2:7][CH2:8][CH2:9][CH2:10][CH2:11][CH2:12][CH2:13][CH2:14][CH2:15][CH2:16][CH2:17][CH3:18]. (6) Given the reactants [Cl:1][C:2]1[S:6][C:5]([C:7]([C:9]2[CH:10]=[C:11]3[C:16](=[CH:17][CH:18]=2)[NH:15][C:14](=[O:19])[CH:13]=[C:12]3[C:20]2[CH:25]=[CH:24][CH:23]=[C:22]([I:26])[CH:21]=2)=[O:8])=[CH:4][CH:3]=1.[CH3:27]I, predict the reaction product. The product is: [Cl:1][C:2]1[S:6][C:5]([C:7]([C:9]2[CH:10]=[C:11]3[C:16](=[CH:17][CH:18]=2)[N:15]([CH3:27])[C:14](=[O:19])[CH:13]=[C:12]3[C:20]2[CH:25]=[CH:24][CH:23]=[C:22]([I:26])[CH:21]=2)=[O:8])=[CH:4][CH:3]=1. (7) Given the reactants [CH3:1][S-:2].[Na+].Cl[C:5]1[C:6]2[O:13][CH:12]=[CH:11][C:7]=2[N:8]=[CH:9][N:10]=1.C(=O)([O-])[O-].[Na+].[Na+], predict the reaction product. The product is: [CH3:1][S:2][C:5]1[C:6]2[O:13][CH:12]=[CH:11][C:7]=2[N:8]=[CH:9][N:10]=1.